The task is: Predict the product of the given reaction.. This data is from Forward reaction prediction with 1.9M reactions from USPTO patents (1976-2016). (1) Given the reactants C(=O)([O-])[O-].[Cs+].[Cs+].I[C:8]1[CH:9]=[C:10]2[C:19](=[CH:20][CH:21]=1)[S:18][C:17]1[C:16]([C:22]3[CH:27]=[C:26]([N:28]4[CH2:33][CH2:32][O:31][CH2:30][CH2:29]4)[CH:25]=[C:24]([O:34][CH2:35][C:36]4[CH:41]=[CH:40][C:39]([O:42][CH3:43])=[CH:38][CH:37]=4)[N:23]=3)=[CH:15][CH:14]=[CH:13][C:12]=1[S:11]2.[NH2:44][C:45]1[CH:50]=[CH:49][CH:48]=[CH:47][C:46]=1[NH:51][C:52](=[O:58])[O:53][C:54]([CH3:57])([CH3:56])[CH3:55].C(=O)([O-])O.[Na+], predict the reaction product. The product is: [CH3:43][O:42][C:39]1[CH:40]=[CH:41][C:36]([CH2:35][O:34][C:24]2[N:23]=[C:22]([C:16]3[CH:15]=[CH:14][CH:13]=[C:12]4[C:17]=3[S:18][C:19]3[CH:20]=[CH:21][C:8]([NH:44][C:45]5[CH:50]=[CH:49][CH:48]=[CH:47][C:46]=5[NH:51][C:52](=[O:58])[O:53][C:54]([CH3:56])([CH3:55])[CH3:57])=[CH:9][C:10]=3[S:11]4)[CH:27]=[C:26]([N:28]3[CH2:29][CH2:30][O:31][CH2:32][CH2:33]3)[CH:25]=2)=[CH:37][CH:38]=1. (2) Given the reactants [H-].[Al+3].[Li+].[H-].[H-].[H-].[CH3:7][C:8]1[N:22]=[C:11]2[C:12]([CH:16]3[CH2:18][CH:17]3[CH:19]=[N:20]O)=[CH:13][CH:14]=[CH:15][N:10]2[N:9]=1.O.O.O.O.O.O.O.O.O.O.S([O-])([O-])(=O)=O.[Na+].[Na+], predict the reaction product. The product is: [CH3:7][C:8]1[N:22]=[C:11]2[C:12]([CH:16]3[CH2:18][CH:17]3[CH2:19][NH2:20])=[CH:13][CH:14]=[CH:15][N:10]2[N:9]=1.